From a dataset of Reaction yield outcomes from USPTO patents with 853,638 reactions. Predict the reaction yield, written as a fraction of the theoretical maximum amount of product (1.0 means a 100% yield; for example, 0.34 means a 34% yield). The reactants are [O:1]1[C:5]2([CH2:10][CH2:9][CH:8]([OH:11])[CH2:7][CH2:6]2)[O:4][CH2:3][CH2:2]1.[H-].[Na+].Br[CH2:15][CH2:16][CH3:17].CO. The catalyst is CN1CCCC1=O. The product is [CH2:15]([O:11][CH:8]1[CH2:9][CH2:10][C:5]2([O:4][CH2:3][CH2:2][O:1]2)[CH2:6][CH2:7]1)[CH2:16][CH3:17]. The yield is 0.790.